Dataset: Full USPTO retrosynthesis dataset with 1.9M reactions from patents (1976-2016). Task: Predict the reactants needed to synthesize the given product. (1) Given the product [CH3:28][C:26]1([CH3:29])[CH2:27][CH:22]([NH:21][C:17]2[N:16]=[C:15]([C:5]3[S:1][C:2]([CH2:6][CH:7]4[CH2:9][CH:8]4[C:10]([OH:13])([CH3:11])[CH3:12])=[CH:3][CH:4]=3)[CH:20]=[CH:19][N:18]=2)[CH2:23][C:24]([CH3:31])([CH3:30])[NH:25]1, predict the reactants needed to synthesize it. The reactants are: [S:1]1[CH:5]=[CH:4][CH:3]=[C:2]1[CH2:6][CH:7]1[CH2:9][CH:8]1[C:10]([OH:13])([CH3:12])[CH3:11].Cl[C:15]1[CH:20]=[CH:19][N:18]=[C:17]([NH:21][CH:22]2[CH2:27][C:26]([CH3:29])([CH3:28])[NH:25][C:24]([CH3:31])([CH3:30])[CH2:23]2)[N:16]=1. (2) Given the product [Br:27][C:23]1[CH:22]=[C:21]([C:7]2([C:10]3[CH:15]=[CH:14][C:13]([O:16][CH:17]([F:18])[F:19])=[C:12]([CH3:20])[CH:11]=3)[NH:6][C:3](=[O:4])[CH2:2][O:9][CH2:8]2)[CH:26]=[CH:25][CH:24]=1, predict the reactants needed to synthesize it. The reactants are: Cl[CH2:2][C:3](Cl)=[O:4].[NH2:6][C:7]([C:21]1[CH:26]=[CH:25][CH:24]=[C:23]([Br:27])[CH:22]=1)([C:10]1[CH:15]=[CH:14][C:13]([O:16][CH:17]([F:19])[F:18])=[C:12]([CH3:20])[CH:11]=1)[CH2:8][OH:9].C(N(CC)CC)C.C([O-])(C)(C)C.[K+]. (3) Given the product [C:11]1([C:7]2[C:6]([C:4]3[N:3]=[CH:2][N:1]([C:23]4[CH:24]=[CH:25][C:20]([C:18](=[O:19])[CH3:17])=[CH:21][CH:22]=4)[CH:5]=3)=[CH:10][O:9][N:8]=2)[CH:16]=[CH:15][CH:14]=[CH:13][CH:12]=1, predict the reactants needed to synthesize it. The reactants are: [NH:1]1[CH:5]=[C:4]([C:6]2[C:7]([C:11]3[CH:16]=[CH:15][CH:14]=[CH:13][CH:12]=3)=[N:8][O:9][CH:10]=2)[N:3]=[CH:2]1.[CH3:17][C:18]([C:20]1[CH:25]=[CH:24][C:23](F)=[CH:22][CH:21]=1)=[O:19].C(=O)([O-])[O-].[K+].[K+].Cl. (4) The reactants are: [CH3:1][O:2][C:3]1[CH:19]=[CH:18][C:6]([CH2:7][N:8]2[C:12]3[N:13]=[CH:14][CH:15]=[C:16](O)[C:11]=3[CH:10]=[N:9]2)=[CH:5][CH:4]=1.P(Cl)(Cl)([Cl:22])=O.C([O-])(O)=O.[Na+]. Given the product [Cl:22][C:16]1[CH:15]=[CH:14][N:13]=[C:12]2[N:8]([CH2:7][C:6]3[CH:18]=[CH:19][C:3]([O:2][CH3:1])=[CH:4][CH:5]=3)[N:9]=[CH:10][C:11]=12, predict the reactants needed to synthesize it. (5) Given the product [Br:1][CH:2]([Br:21])[C:3]1[CH:4]=[C:5]2[C:10](=[C:11]([Br:13])[CH:12]=1)[N:9]=[CH:8][CH:7]=[CH:6]2, predict the reactants needed to synthesize it. The reactants are: [Br:1][CH2:2][C:3]1[CH:4]=[C:5]2[C:10](=[C:11]([Br:13])[CH:12]=1)[N:9]=[CH:8][CH:7]=[CH:6]2.C1C(=O)N([Br:21])C(=O)C1. (6) The reactants are: C(OC([NH:8][C:9]1[CH:14]=[CH:13][N:12]2[N:15]=[CH:16][C:17](C(OCC)=O)=[C:11]2[CH:10]=1)=O)(C)(C)C. Given the product [N:15]1[N:12]2[CH:13]=[CH:14][C:9]([NH2:8])=[CH:10][C:11]2=[CH:17][CH:16]=1, predict the reactants needed to synthesize it.